Dataset: Full USPTO retrosynthesis dataset with 1.9M reactions from patents (1976-2016). Task: Predict the reactants needed to synthesize the given product. (1) Given the product [OH:6][CH:4]1[CH2:5][N:2]([C:15]([O:17][CH2:18][C:19]2[CH:24]=[CH:23][CH:22]=[CH:21][CH:20]=2)=[O:16])[CH2:3]1, predict the reactants needed to synthesize it. The reactants are: Cl.[NH:2]1[CH2:5][CH:4]([OH:6])[CH2:3]1.C(N(CC)CC)C.Cl[C:15]([O:17][CH2:18][C:19]1[CH:24]=[CH:23][CH:22]=[CH:21][CH:20]=1)=[O:16]. (2) Given the product [NH2:14][C:12]1[CH:11]=[CH:10][C:9](=[O:17])[N:8]([CH2:1][C:2]2[CH:7]=[CH:6][CH:5]=[CH:4][CH:3]=2)[CH:13]=1, predict the reactants needed to synthesize it. The reactants are: [CH2:1]([N:8]1[CH:13]=[C:12]([N+:14]([O-])=O)[CH:11]=[CH:10][C:9]1=[O:17])[C:2]1[CH:7]=[CH:6][CH:5]=[CH:4][CH:3]=1.[Sn].C(=O)([O-])[O-].[Na+].[Na+]. (3) Given the product [ClH:35].[ClH:35].[CH3:1][C:2]1[CH:7]=[C:6]([C:8]2[C:9](=[O:34])[NH:10][C:11](=[O:33])[N:12]([CH2:14][CH2:15][CH2:16][N:17]3[CH2:22][C@H:21]4[C@:19]([C:23]5[CH:28]=[CH:27][C:26]([C:29]([F:32])([F:31])[F:30])=[CH:25][CH:24]=5)([CH2:20]4)[CH2:18]3)[N:13]=2)[CH:5]=[CH:4][N:3]=1, predict the reactants needed to synthesize it. The reactants are: [CH3:1][C:2]1[CH:7]=[C:6]([C:8]2[C:9](=[O:34])[NH:10][C:11](=[O:33])[N:12]([CH2:14][CH2:15][CH2:16][N:17]3[CH2:22][C@H:21]4[C@:19]([C:23]5[CH:28]=[CH:27][C:26]([C:29]([F:32])([F:31])[F:30])=[CH:25][CH:24]=5)([CH2:20]4)[CH2:18]3)[N:13]=2)[CH:5]=[CH:4][N:3]=1.[ClH:35].CO. (4) Given the product [CH2:1]([O:8][C:9]([NH:11][C@H:12]([P:16]([OH:17])[OH:18])[CH:13]([CH3:15])[CH3:14])=[O:10])[C:2]1[CH:3]=[CH:4][CH:5]=[CH:6][CH:7]=1, predict the reactants needed to synthesize it. The reactants are: [CH2:1]([O:8][C:9]([NH:11][CH:12]([P:16]([OH:18])[OH:17])[CH:13]([CH3:15])[CH3:14])=[O:10])[C:2]1[CH:7]=[CH:6][CH:5]=[CH:4][CH:3]=1.CC[C@@H](N)C1C=CC=CC=1. (5) Given the product [Cl:1][C:2]1[CH:7]=[CH:6][CH:5]=[C:4]([Cl:8])[C:3]=1[C:9](=[O:15])[C:10]([OH:12])=[O:11], predict the reactants needed to synthesize it. The reactants are: [Cl:1][C:2]1[CH:7]=[CH:6][CH:5]=[C:4]([Cl:8])[C:3]=1[C:9](=[O:15])[C:10]([O:12]CC)=[O:11]. (6) Given the product [C:12]([O:11][C:9]([N:5]1[CH2:6][CH2:7][O:8][CH:3]([CH2:2][O:1][S:17]([CH3:16])(=[O:19])=[O:18])[CH2:4]1)=[O:10])([CH3:15])([CH3:14])[CH3:13], predict the reactants needed to synthesize it. The reactants are: [OH:1][CH2:2][CH:3]1[O:8][CH2:7][CH2:6][N:5]([C:9]([O:11][C:12]([CH3:15])([CH3:14])[CH3:13])=[O:10])[CH2:4]1.[CH3:16][S:17](Cl)(=[O:19])=[O:18]. (7) Given the product [C:29]([CH2:31][C:32]([NH:34][NH:35][C:25]([C:9]1[N:10]=[C:11]([N:12]2[CH2:17][CH2:16][N:15]3[C:18]([C:21]([F:23])([F:22])[F:24])=[N:19][N:20]=[C:14]3[CH2:13]2)[C:6]2[CH:5]=[C:4]([CH2:1][CH2:2][CH3:3])[S:28][C:7]=2[N:8]=1)=[O:27])=[O:33])#[N:30], predict the reactants needed to synthesize it. The reactants are: [CH2:1]([C:4]1[S:28][C:7]2[N:8]=[C:9]([C:25]([OH:27])=O)[N:10]=[C:11]([N:12]3[CH2:17][CH2:16][N:15]4[C:18]([C:21]([F:24])([F:23])[F:22])=[N:19][N:20]=[C:14]4[CH2:13]3)[C:6]=2[CH:5]=1)[CH2:2][CH3:3].[C:29]([CH2:31][C:32]([NH:34][NH2:35])=[O:33])#[N:30].C(Cl)CCl.C1C=CC2N(O)N=NC=2C=1.C(N(CC)CC)C.